This data is from Full USPTO retrosynthesis dataset with 1.9M reactions from patents (1976-2016). The task is: Predict the reactants needed to synthesize the given product. The reactants are: [CH2:1]([N:3]1[CH2:8][CH:7]([OH:9])[C:6]2[S:10][C:11]([CH3:13])=[CH:12][C:5]=2[CH2:4]1)[CH3:2].[Cl:14][C:15]1[CH:16]=[C:17](F)[CH:18]=[CH:19][C:20]=1[Cl:21]. Given the product [Cl:14][C:15]1[CH:16]=[C:17]([O:9][CH:7]2[CH2:8][N:3]([CH2:1][CH3:2])[CH2:4][C:5]3[CH:12]=[C:11]([CH3:13])[S:10][C:6]2=3)[CH:18]=[CH:19][C:20]=1[Cl:21], predict the reactants needed to synthesize it.